Dataset: Reaction yield outcomes from USPTO patents with 853,638 reactions. Task: Predict the reaction yield, written as a fraction of the theoretical maximum amount of product (1.0 means a 100% yield; for example, 0.34 means a 34% yield). (1) The reactants are [OH-].[Na+].C[O:4][C:5](=[O:39])[CH2:6][C:7]1[CH:12]=[CH:11][C:10]([C:13]2[CH:18]=[CH:17][C:16]([C:19]([CH2:37][CH3:38])([C:22]3[CH:27]=[CH:26][C:25](/[CH:28]=[CH:29]/[C:30]([CH2:34][CH3:35])([OH:33])[CH2:31][CH3:32])=[C:24]([CH3:36])[CH:23]=3)[CH2:20][CH3:21])=[CH:15][CH:14]=2)=[CH:9][CH:8]=1.[Cl-].[NH4+]. The catalyst is CO.O1CCCC1. The product is [CH2:20]([C:19]([C:16]1[CH:15]=[CH:14][C:13]([C:10]2[CH:9]=[CH:8][C:7]([CH2:6][C:5]([OH:39])=[O:4])=[CH:12][CH:11]=2)=[CH:18][CH:17]=1)([C:22]1[CH:27]=[CH:26][C:25](/[CH:28]=[CH:29]/[C:30]([CH2:31][CH3:32])([OH:33])[CH2:34][CH3:35])=[C:24]([CH3:36])[CH:23]=1)[CH2:37][CH3:38])[CH3:21]. The yield is 0.820. (2) The reactants are [Br:1][C:2]1[CH:3]=[CH:4][C:5](=[O:8])[NH:6][CH:7]=1.[Cl:9][C:10]1[CH:17]=[CH:16][C:13]([CH2:14]Br)=[CH:12][CH:11]=1. The catalyst is O. The product is [Cl:9][C:10]1[CH:17]=[CH:16][C:13]([CH2:14][N:6]2[CH:7]=[C:2]([Br:1])[CH:3]=[CH:4][C:5]2=[O:8])=[CH:12][CH:11]=1. The yield is 0.910.